From a dataset of NCI-60 drug combinations with 297,098 pairs across 59 cell lines. Regression. Given two drug SMILES strings and cell line genomic features, predict the synergy score measuring deviation from expected non-interaction effect. (1) Drug 1: C1=CC(=CC=C1CCC2=CNC3=C2C(=O)NC(=N3)N)C(=O)NC(CCC(=O)O)C(=O)O. Drug 2: CN(C)N=NC1=C(NC=N1)C(=O)N. Cell line: T-47D. Synergy scores: CSS=2.82, Synergy_ZIP=-2.14, Synergy_Bliss=-1.45, Synergy_Loewe=-2.55, Synergy_HSA=-1.21. (2) Drug 1: CN(C)N=NC1=C(NC=N1)C(=O)N. Drug 2: CCC1(C2=C(COC1=O)C(=O)N3CC4=CC5=C(C=CC(=C5CN(C)C)O)N=C4C3=C2)O.Cl. Cell line: HCT116. Synergy scores: CSS=36.7, Synergy_ZIP=-1.57, Synergy_Bliss=0.430, Synergy_Loewe=-18.7, Synergy_HSA=2.47. (3) Drug 1: CCC1=C2CN3C(=CC4=C(C3=O)COC(=O)C4(CC)O)C2=NC5=C1C=C(C=C5)O. Drug 2: C(CN)CNCCSP(=O)(O)O. Cell line: HOP-62. Synergy scores: CSS=52.9, Synergy_ZIP=-0.342, Synergy_Bliss=-3.03, Synergy_Loewe=-46.2, Synergy_HSA=-1.17. (4) Drug 1: CC1=CC2C(CCC3(C2CCC3(C(=O)C)OC(=O)C)C)C4(C1=CC(=O)CC4)C. Drug 2: CN(CC1=CN=C2C(=N1)C(=NC(=N2)N)N)C3=CC=C(C=C3)C(=O)NC(CCC(=O)O)C(=O)O. Cell line: SF-268. Synergy scores: CSS=0.438, Synergy_ZIP=0.702, Synergy_Bliss=7.39, Synergy_Loewe=-7.01, Synergy_HSA=0.959. (5) Drug 1: C1CN1C2=NC(=NC(=N2)N3CC3)N4CC4. Drug 2: CC1=CC2C(CCC3(C2CCC3(C(=O)C)OC(=O)C)C)C4(C1=CC(=O)CC4)C. Cell line: UACC-257. Synergy scores: CSS=6.69, Synergy_ZIP=-1.88, Synergy_Bliss=0.179, Synergy_Loewe=-2.80, Synergy_HSA=0.352. (6) Drug 1: CNC(=O)C1=NC=CC(=C1)OC2=CC=C(C=C2)NC(=O)NC3=CC(=C(C=C3)Cl)C(F)(F)F. Drug 2: CC1CCCC2(C(O2)CC(NC(=O)CC(C(C(=O)C(C1O)C)(C)C)O)C(=CC3=CSC(=N3)C)C)C. Cell line: SF-268. Synergy scores: CSS=43.3, Synergy_ZIP=4.42, Synergy_Bliss=2.62, Synergy_Loewe=-17.2, Synergy_HSA=2.04. (7) Drug 1: CCC1(CC2CC(C3=C(CCN(C2)C1)C4=CC=CC=C4N3)(C5=C(C=C6C(=C5)C78CCN9C7C(C=CC9)(C(C(C8N6C=O)(C(=O)OC)O)OC(=O)C)CC)OC)C(=O)OC)O.OS(=O)(=O)O. Drug 2: CCC1=C2CN3C(=CC4=C(C3=O)COC(=O)C4(CC)O)C2=NC5=C1C=C(C=C5)O. Cell line: SF-295. Synergy scores: CSS=20.0, Synergy_ZIP=-6.64, Synergy_Bliss=-2.27, Synergy_Loewe=-18.3, Synergy_HSA=-1.81.